Dataset: Full USPTO retrosynthesis dataset with 1.9M reactions from patents (1976-2016). Task: Predict the reactants needed to synthesize the given product. (1) Given the product [CH2:8]([C:9]1[S:13][C:12]([C:14]([NH:16][C@@H:17]([CH2:22][N+:23]([CH3:26])([CH3:25])[CH3:24])[CH2:18][C:19]([O-:21])=[O:20])=[O:15])=[CH:11][CH:10]=1)[CH2:7][C:1]1[CH:2]=[CH:3][CH:4]=[CH:5][CH:6]=1, predict the reactants needed to synthesize it. The reactants are: [C:1]1([C:7]#[C:8][C:9]2[S:13][C:12]([C:14]([NH:16][C@@H:17]([CH2:22][N+:23]([CH3:26])([CH3:25])[CH3:24])[CH2:18][C:19]([O-:21])=[O:20])=[O:15])=[CH:11][CH:10]=2)[CH:6]=[CH:5][CH:4]=[CH:3][CH:2]=1. (2) Given the product [O:28]=[C:20]1[N:19]([CH2:18][O:17][CH2:16][CH2:15][Si:14]([CH3:30])([CH3:29])[CH3:13])[C:23]2=[N:24][CH:25]=[CH:26][CH:27]=[C:22]2[C:21]21[CH2:9][C:8]1[CH:7]=[N:6][C:5]([C:11]#[N:12])=[CH:4][C:3]=1[CH2:2]2, predict the reactants needed to synthesize it. The reactants are: Br[CH2:2][C:3]1[C:8]([CH2:9]Br)=[CH:7][N:6]=[C:5]([C:11]#[N:12])[CH:4]=1.[CH3:13][Si:14]([CH3:30])([CH3:29])[CH2:15][CH2:16][O:17][CH2:18][N:19]1[C:23]2=[N:24][CH:25]=[CH:26][CH:27]=[C:22]2[CH2:21][C:20]1=[O:28].C(=O)([O-])[O-].[Cs+].[Cs+].C(O)(=O)C. (3) Given the product [O:23]1[CH2:22][CH2:21][CH:20](/[CH:2]=[C:3]2/[C:7](=[O:8])[CH:6]([C:9]3[C:10]([CH3:17])=[CH:11][C:12]([CH3:16])=[CH:13][C:14]=3[CH3:15])[C:5](=[O:18])[CH2:4]/2)[CH2:25][CH2:24]1, predict the reactants needed to synthesize it. The reactants are: O[CH:2]([CH:20]1[CH2:25][CH2:24][O:23][CH2:22][CH2:21]1)[CH:3]1[C:7](=[O:8])[C:6]([C:9]2[C:14]([CH3:15])=[CH:13][C:12]([CH3:16])=[CH:11][C:10]=2[CH3:17])=[C:5]([O:18]C)[CH2:4]1. (4) Given the product [Cl:1][C:2]1[CH:3]=[C:4]([NH:16][C:17]2[C:18]3[C:25]4[CH:26]=[CH:27][C:28]([CH2:30][C:31]([N:55]5[CH2:60][CH2:59][O:58][CH2:57][CH2:56]5)=[O:32])=[CH:29][C:24]=4[S:23][C:19]=3[N:20]=[CH:21][N:22]=2)[CH:5]=[CH:6][C:7]=1[O:8][CH2:9][C:10]1[CH:15]=[CH:14][CH:13]=[CH:12][N:11]=1, predict the reactants needed to synthesize it. The reactants are: [Cl:1][C:2]1[CH:3]=[C:4]([NH:16][C:17]2[C:18]3[C:25]4[CH:26]=[CH:27][C:28]([CH2:30][C:31](O)=[O:32])=[CH:29][C:24]=4[S:23][C:19]=3[N:20]=[CH:21][N:22]=2)[CH:5]=[CH:6][C:7]=1[O:8][CH2:9][C:10]1[CH:15]=[CH:14][CH:13]=[CH:12][N:11]=1.C1C=CC2N(O)N=NC=2C=1.CCN=C=NCCCN(C)C.[NH:55]1[CH2:60][CH2:59][O:58][CH2:57][CH2:56]1.